This data is from Peptide-MHC class I binding affinity with 185,985 pairs from IEDB/IMGT. The task is: Regression. Given a peptide amino acid sequence and an MHC pseudo amino acid sequence, predict their binding affinity value. This is MHC class I binding data. (1) The binding affinity (normalized) is 0.379. The peptide sequence is NYPYLFEEHL. The MHC is HLA-A23:01 with pseudo-sequence HLA-A23:01. (2) The peptide sequence is FPVRPQVPL. The MHC is HLA-B40:02 with pseudo-sequence HLA-B40:02. The binding affinity (normalized) is 0. (3) The peptide sequence is GPKRIVKCF. The MHC is HLA-B81:01 with pseudo-sequence HLA-B81:01. The binding affinity (normalized) is 0.248. (4) The peptide sequence is GFAAPQFSL. The MHC is HLA-A02:06 with pseudo-sequence HLA-A02:06. The binding affinity (normalized) is 0. (5) The binding affinity (normalized) is 0.917. The peptide sequence is NTPTFAIKK. The MHC is HLA-A68:01 with pseudo-sequence HLA-A68:01. (6) The binding affinity (normalized) is 0. The peptide sequence is AITAASLPK. The MHC is HLA-A02:01 with pseudo-sequence HLA-A02:01.